This data is from Full USPTO retrosynthesis dataset with 1.9M reactions from patents (1976-2016). The task is: Predict the reactants needed to synthesize the given product. (1) Given the product [CH2:19]([O:18][C:10]1[CH:11]=[C:12]([N+:15]([O-:17])=[O:16])[CH:13]=[CH:14][C:9]=1[O:8][CH3:7])[C:20]1[CH:25]=[CH:24][CH:23]=[CH:22][CH:21]=1, predict the reactants needed to synthesize it. The reactants are: C(=O)([O-])[O-].[K+].[K+].[CH3:7][O:8][C:9]1[CH:14]=[CH:13][C:12]([N+:15]([O-:17])=[O:16])=[CH:11][C:10]=1[OH:18].[CH2:19](Br)[C:20]1[CH:25]=[CH:24][CH:23]=[CH:22][CH:21]=1. (2) Given the product [CH3:34][N:35]([CH3:39])[CH2:36][CH2:37][NH:38][C:1]([CH2:4][N:5]([C:10]1[CH:15]=[CH:14][C:13]([NH:16]/[C:17](=[C:24]2\[C:25](=[O:33])[NH:26][C:27]3[C:32]\2=[CH:31][CH:30]=[CH:29][CH:28]=3)/[C:18]2[CH:23]=[CH:22][CH:21]=[CH:20][CH:19]=2)=[CH:12][CH:11]=1)[S:6]([CH3:9])(=[O:7])=[O:8])=[O:3], predict the reactants needed to synthesize it. The reactants are: [C:1]([CH2:4][N:5]([C:10]1[CH:15]=[CH:14][C:13]([NH:16]/[C:17](=[C:24]2\[C:25](=[O:33])[NH:26][C:27]3[C:32]\2=[CH:31][CH:30]=[CH:29][CH:28]=3)/[C:18]2[CH:23]=[CH:22][CH:21]=[CH:20][CH:19]=2)=[CH:12][CH:11]=1)[S:6]([CH3:9])(=[O:8])=[O:7])([OH:3])=O.[CH3:34][N:35]([CH3:39])[CH2:36][CH2:37][NH2:38].C1C=CC2N(O)N=NC=2C=1.CN(C(ON1N=NC2C=CC=CC1=2)=[N+](C)C)C.[B-](F)(F)(F)F.C(N(C(C)C)C(C)C)C. (3) Given the product [CH3:19][CH:20]1[O:25][CH:24]([CH3:26])[CH2:23][N:22]([C:27]2[CH:28]=[CH:29][C:30]([N:33]3[C:8]([CH:7]([C:1]4[CH:2]=[CH:3][CH:4]=[CH:5][CH:6]=4)[C:13]4[CH:14]=[CH:15][CH:16]=[CH:17][CH:18]=4)=[N:36][NH:35][C:34]3=[S:37])=[CH:31][CH:32]=2)[CH2:21]1, predict the reactants needed to synthesize it. The reactants are: [C:1]1([CH:7]([C:13]2[CH:18]=[CH:17][CH:16]=[CH:15][CH:14]=2)[C:8](OCC)=O)[CH:6]=[CH:5][CH:4]=[CH:3][CH:2]=1.[CH3:19][CH:20]1[O:25][CH:24]([CH3:26])[CH2:23][N:22]([C:27]2[CH:32]=[CH:31][C:30]([NH:33][C:34](=[S:37])[NH:35][NH2:36])=[CH:29][CH:28]=2)[CH2:21]1. (4) Given the product [C:5]([CH2:4][O:3][CH2:2][C:1]([NH:13][CH2:12][CH2:11][CH2:10][CH2:9][CH2:14][CH2:15][NH:16][C:5]([CH2:4][O:3][CH2:2][C:1]([OH:7])=[O:8])=[O:6])=[O:8])([OH:7])=[O:6], predict the reactants needed to synthesize it. The reactants are: [C:1]1(=[O:8])[O:7][C:5](=[O:6])[CH2:4][O:3][CH2:2]1.[CH2:9]([CH2:14][CH2:15][NH2:16])[CH2:10][CH2:11][CH2:12][NH2:13].